Dataset: Full USPTO retrosynthesis dataset with 1.9M reactions from patents (1976-2016). Task: Predict the reactants needed to synthesize the given product. (1) Given the product [Br:12][CH2:11][C:10]1[NH:9][C:8]([C:13]2[S:14][CH:15]=[CH:16][N:17]=2)=[N:7][C@@H:30]([C:29]2[CH:32]=[CH:33][C:34]([F:35])=[C:27]([F:26])[C:28]=2[CH3:36])[C:5]=1[C:3]([O:2][CH3:1])=[O:4], predict the reactants needed to synthesize it. The reactants are: [CH3:1][O:2][C:3]([C:5]1[C@H](C2C=CC(F)=CC=2Cl)[N:7]=[C:8]([C:13]2[S:14][CH:15]=[CH:16][N:17]=2)[NH:9][C:10]=1[CH2:11][Br:12])=[O:4].[F:26][C:27]1[C:28]([CH3:36])=[C:29]([CH:32]=[CH:33][C:34]=1[F:35])[CH:30]=O. (2) Given the product [Cl:2][C:1]([Cl:5])=[C:13]([C:10]1[CH:11]=[CH:12][C:7]([Cl:6])=[CH:8][C:9]=1[F:20])[C:14]([O:16][CH2:17][CH3:18])=[O:15], predict the reactants needed to synthesize it. The reactants are: [C:1]([Cl:5])(Cl)(Cl)[Cl:2].[Cl:6][C:7]1[CH:12]=[CH:11][C:10]([C:13](=O)[C:14]([O:16][CH2:17][CH3:18])=[O:15])=[C:9]([F:20])[CH:8]=1.C1(P(C2C=CC=CC=2)C2C=CC=CC=2)C=CC=CC=1.O. (3) Given the product [CH3:27][N:2]([CH3:1])[CH2:3][CH2:4][C:5]1[CH:6]=[CH:7][C:8]([C:11]2[C:12]3[C:13]4[CH:26]=[CH:25][S:24][C:14]=4[C:15](=[O:23])[NH:16][C:17]=3[CH:18]=[CH:19][C:20]=2[OH:21])=[CH:9][CH:10]=1, predict the reactants needed to synthesize it. The reactants are: [CH3:1][N:2]([CH3:27])[CH2:3][CH2:4][C:5]1[CH:10]=[CH:9][C:8]([C:11]2[C:12]3[C:13]4[CH:26]=[CH:25][S:24][C:14]=4[C:15](=[O:23])[NH:16][C:17]=3[CH:18]=[CH:19][C:20]=2[O:21]C)=[CH:7][CH:6]=1.BrB(Br)Br. (4) The reactants are: [Br:1][C:2]1[CH:7]=[CH:6][C:5]([CH2:8][CH2:9][OH:10])=[CH:4][CH:3]=1.C(N(CC)CC)C.[Si:18](Cl)([C:21]([CH3:24])([CH3:23])[CH3:22])([CH3:20])[CH3:19]. Given the product [Br:1][C:2]1[CH:7]=[CH:6][C:5]([CH2:8][CH2:9][O:10][Si:18]([C:21]([CH3:24])([CH3:23])[CH3:22])([CH3:20])[CH3:19])=[CH:4][CH:3]=1, predict the reactants needed to synthesize it. (5) The reactants are: [CH3:1][CH:2]1[CH2:7][C:6](=[O:8])[CH:5]=[C:4]([C:9]2[CH:14]=[CH:13][N:12]=[CH:11][C:10]=2[N+:15]([O-:17])=[O:16])[CH2:3]1.[BH4-].[Na+]. Given the product [CH3:1][C@@H:2]1[CH2:7][C@H:6]([OH:8])[CH:5]=[C:4]([C:9]2[CH:14]=[CH:13][N:12]=[CH:11][C:10]=2[N+:15]([O-:17])=[O:16])[CH2:3]1, predict the reactants needed to synthesize it. (6) Given the product [F:12][C:13]([C:14]1[N:2]=[C:3]2[N:4]=[C:5]([CH3:11])[CH:6]=[C:7]([OH:10])[N:8]2[N:9]=1)([F:21])[CH2:19][CH3:20], predict the reactants needed to synthesize it. The reactants are: [Na].[NH2:2][C:3]1[N:8]([NH2:9])[C:7](=[O:10])[CH:6]=[C:5]([CH3:11])[N:4]=1.[F:12][C:13]([F:21])([CH2:19][CH3:20])[C:14](OCC)=O.Cl. (7) Given the product [CH3:17][O:16][C:14]([C:13]1[CH:12]=[C:11]([CH:20]=[CH:19][CH:18]=1)[O:10][CH2:2][C:3]([O:5][C:6]([CH3:9])([CH3:8])[CH3:7])=[O:4])=[O:15], predict the reactants needed to synthesize it. The reactants are: Br[CH2:2][C:3]([O:5][C:6]([CH3:9])([CH3:8])[CH3:7])=[O:4].[OH:10][C:11]1[CH:12]=[C:13]([CH:18]=[CH:19][CH:20]=1)[C:14]([O:16][CH3:17])=[O:15].C(=O)([O-])[O-].[K+].[K+]. (8) Given the product [CH3:16][O:17][C:31](=[O:25])[CH:32]([O:33][C:6]1[C:5]2[CH:1]=[CH:2][O:3][C:4]=2[CH:9]=[C:8]2[C:7]=1[CH:14]=[CH:13][C:11](=[O:12])[O:10]2)[CH3:34], predict the reactants needed to synthesize it. The reactants are: [CH:1]1[C:5]2=[C:6](O)[C:7]3[CH:14]=[CH:13][C:11](=[O:12])[O:10][C:8]=3[CH:9]=[C:4]2[O:3][CH:2]=1.[C:16]([O-])([O-])=[O:17].[K+].[K+].[I-].[Na+].P(O)([O-])([O-])=[O:25].[Na+].[Na+].[CH3:31][C:32]([CH3:34])=[O:33]. (9) Given the product [Cl:1][C:2]1[CH:3]=[CH:4][C:5]2[N:9]([S:10]([C:13]3[CH:14]=[CH:15][C:16]([O:19][CH3:20])=[CH:17][CH:18]=3)(=[O:12])=[O:11])[C:8](=[O:21])[N:7]([CH2:22][C:23]([OH:25])=[O:24])[C:6]=2[CH:30]=1, predict the reactants needed to synthesize it. The reactants are: [Cl:1][C:2]1[CH:3]=[CH:4][C:5]2[N:9]([S:10]([C:13]3[CH:18]=[CH:17][C:16]([O:19][CH3:20])=[CH:15][CH:14]=3)(=[O:12])=[O:11])[C:8](=[O:21])[N:7]([CH2:22][C:23]([O:25]C(C)(C)C)=[O:24])[C:6]=2[CH:30]=1.FC(F)(F)C(O)=O.